Dataset: Forward reaction prediction with 1.9M reactions from USPTO patents (1976-2016). Task: Predict the product of the given reaction. (1) Given the reactants [CH3:1][C:2]1[NH:3][C:4]2[C:9]([C:10]=1[CH2:11][CH2:12][NH:13][C:14](=O)OC(C)(C)C)=[CH:8][C:7]([S:21]([C:24]1[CH:29]=[CH:28][CH:27]=[CH:26][CH:25]=1)(=[O:23])=[O:22])=[CH:6][CH:5]=2.[H-].[H-].[H-].[H-].[Li+].[Al+3], predict the reaction product. The product is: [CH3:14][NH:13][CH2:12][CH2:11][C:10]1[C:9]2[C:4](=[CH:5][CH:6]=[C:7]([S:21]([C:24]3[CH:29]=[CH:28][CH:27]=[CH:26][CH:25]=3)(=[O:22])=[O:23])[CH:8]=2)[NH:3][C:2]=1[CH3:1]. (2) The product is: [Cl:22][C:23]1[CH:31]=[CH:30][C:29]([F:32])=[CH:28][C:24]=1[C:25]([NH:13][C:14]1[CH:21]=[CH:20][C:17]([CH2:18][NH:19][C:10]2[C:9]3[C:4](=[CH:5][CH:6]=[CH:7][CH:8]=3)[N:3]=[C:2]([NH:34][CH3:33])[N:11]=2)=[CH:16][CH:15]=1)=[O:26]. Given the reactants Cl[C:2]1[N:11]=[C:10](Cl)[C:9]2[C:4](=[CH:5][CH:6]=[CH:7][CH:8]=2)[N:3]=1.[NH2:13][C:14]1[CH:21]=[CH:20][C:17]([CH2:18][NH2:19])=[CH:16][CH:15]=1.[Cl:22][C:23]1[CH:31]=[CH:30][C:29]([F:32])=[CH:28][C:24]=1[C:25](Cl)=[O:26].[CH3:33][NH2:34], predict the reaction product. (3) Given the reactants Cl.[O:2]1[C:6]2[CH:7]=[CH:8][CH:9]=[C:10]([CH:11]3[CH2:16][CH2:15][N:14]([CH2:17][CH2:18][C@H:19]4[CH2:24][CH2:23][C@H:22]([NH2:25])[CH2:21][CH2:20]4)[CH2:13][CH2:12]3)[C:5]=2[O:4][CH2:3]1.[O:26]1[CH2:30][CH2:29][CH2:28][C@@H:27]1[CH2:31][C:32](O)=[O:33], predict the reaction product. The product is: [O:2]1[C:6]2[CH:7]=[CH:8][CH:9]=[C:10]([CH:11]3[CH2:16][CH2:15][N:14]([CH2:17][CH2:18][C@H:19]4[CH2:20][CH2:21][C@H:22]([NH:25][C:32](=[O:33])[CH2:31][C@H:27]5[CH2:28][CH2:29][CH2:30][O:26]5)[CH2:23][CH2:24]4)[CH2:13][CH2:12]3)[C:5]=2[O:4][CH2:3]1. (4) Given the reactants Cl[C:2]1[C:7]([C:8]#[N:9])=[CH:6][C:5]([C:10]2[C:19]3[C:14](=[CH:15][C:16]([S:20]([NH:23][C:24]4[S:25][CH:26]=[N:27][N:28]=4)(=[O:22])=[O:21])=[CH:17][CH:18]=3)[CH:13]=[CH:12][N:11]=2)=[C:4]([O:29][CH3:30])[CH:3]=1.[F:31][C:32]1[CH:33]=[C:34](B(O)O)[CH:35]=[CH:36][CH:37]=1.C1(P(C2CCCCC2)C2C=CC=CC=2C2C(OC)=CC=CC=2OC)CCCCC1.P([O-])([O-])([O-])=O.[K+].[K+].[K+], predict the reaction product. The product is: [C:8]([C:7]1[CH:6]=[C:5]([C:10]2[C:19]3[C:14](=[CH:15][C:16]([S:20]([NH:23][C:24]4[S:25][CH:26]=[N:27][N:28]=4)(=[O:21])=[O:22])=[CH:17][CH:18]=3)[CH:13]=[CH:12][N:11]=2)[C:4]([O:29][CH3:30])=[CH:3][C:2]=1[C:36]1[CH:35]=[CH:34][CH:33]=[C:32]([F:31])[CH:37]=1)#[N:9]. (5) Given the reactants [Cl:1][C:2]1[N:3]=[C:4](Cl)[C:5]2[S:10][CH:9]=[C:8]([CH3:11])[C:6]=2[N:7]=1.[CH2:13]([NH2:22])[CH2:14][CH2:15][CH2:16][CH2:17][CH2:18][CH2:19][CH2:20][CH3:21], predict the reaction product. The product is: [Cl:1][C:2]1[N:3]=[C:4]([NH:22][CH2:13][CH2:14][CH2:15][CH2:16][CH2:17][CH2:18][CH2:19][CH2:20][CH3:21])[C:5]2[S:10][CH:9]=[C:8]([CH3:11])[C:6]=2[N:7]=1.